Dataset: NCI-60 drug combinations with 297,098 pairs across 59 cell lines. Task: Regression. Given two drug SMILES strings and cell line genomic features, predict the synergy score measuring deviation from expected non-interaction effect. Drug 1: CC1OCC2C(O1)C(C(C(O2)OC3C4COC(=O)C4C(C5=CC6=C(C=C35)OCO6)C7=CC(=C(C(=C7)OC)O)OC)O)O. Drug 2: CN(CC1=CN=C2C(=N1)C(=NC(=N2)N)N)C3=CC=C(C=C3)C(=O)NC(CCC(=O)O)C(=O)O. Cell line: SF-539. Synergy scores: CSS=37.7, Synergy_ZIP=0.0179, Synergy_Bliss=1.13, Synergy_Loewe=-0.0348, Synergy_HSA=3.60.